This data is from Peptide-MHC class I binding affinity with 185,985 pairs from IEDB/IMGT. The task is: Regression. Given a peptide amino acid sequence and an MHC pseudo amino acid sequence, predict their binding affinity value. This is MHC class I binding data. (1) The binding affinity (normalized) is 0.158. The peptide sequence is CTNDIYCDEI. The MHC is HLA-A02:01 with pseudo-sequence HLA-A02:01. (2) The peptide sequence is DISPTNIPL. The MHC is HLA-A69:01 with pseudo-sequence HLA-A69:01. The binding affinity (normalized) is 0.750. (3) The peptide sequence is KGKAAAFAK. The MHC is HLA-A32:01 with pseudo-sequence HLA-A32:01. The binding affinity (normalized) is 0.